This data is from NCI-60 drug combinations with 297,098 pairs across 59 cell lines. The task is: Regression. Given two drug SMILES strings and cell line genomic features, predict the synergy score measuring deviation from expected non-interaction effect. (1) Drug 1: CCC1(CC2CC(C3=C(CCN(C2)C1)C4=CC=CC=C4N3)(C5=C(C=C6C(=C5)C78CCN9C7C(C=CC9)(C(C(C8N6C)(C(=O)OC)O)OC(=O)C)CC)OC)C(=O)OC)O.OS(=O)(=O)O. Drug 2: C1CNP(=O)(OC1)N(CCCl)CCCl. Cell line: OVCAR-5. Synergy scores: CSS=4.33, Synergy_ZIP=-1.04, Synergy_Bliss=5.84, Synergy_Loewe=4.41, Synergy_HSA=4.44. (2) Drug 1: CCC(=C(C1=CC=CC=C1)C2=CC=C(C=C2)OCCN(C)C)C3=CC=CC=C3.C(C(=O)O)C(CC(=O)O)(C(=O)O)O. Drug 2: CS(=O)(=O)OCCCCOS(=O)(=O)C. Cell line: UO-31. Synergy scores: CSS=4.25, Synergy_ZIP=-0.549, Synergy_Bliss=1.84, Synergy_Loewe=0.294, Synergy_HSA=0.642. (3) Drug 1: CN1C(=O)N2C=NC(=C2N=N1)C(=O)N. Drug 2: CC(C)CN1C=NC2=C1C3=CC=CC=C3N=C2N. Cell line: A498. Synergy scores: CSS=-1.72, Synergy_ZIP=0.791, Synergy_Bliss=-0.487, Synergy_Loewe=-0.950, Synergy_HSA=-2.30.